Dataset: HIV replication inhibition screening data with 41,000+ compounds from the AIDS Antiviral Screen. Task: Binary Classification. Given a drug SMILES string, predict its activity (active/inactive) in a high-throughput screening assay against a specified biological target. The molecule is O=S(=O)(O)OCC1OC2OC3C(COS(=O)(=O)O)OC(OC4C(COS(=O)(=O)O)OC(OC5C(COS(=O)(=O)O)OC(OC6C(COS(=O)(=O)O)OC(OC7C(COS(=O)(=O)O)OC(OC8C(COS(=O)(=O)O)OC(OC1C(OS(=O)(=O)O)C2OS(=O)(=O)O)C(OS(=O)(=O)O)C8OS(=O)(=O)O)C(OS(=O)(=O)O)C7OS(=O)(=O)O)C(OS(=O)(=O)O)C6OS(=O)(=O)O)C(OS(=O)(=O)O)C5OS(=O)(=O)O)C(OS(=O)(=O)O)C4OS(=O)(=O)O)C(OS(=O)(=O)O)C3OS(=O)(=O)O.[NaH]. The result is 1 (active).